Dataset: Catalyst prediction with 721,799 reactions and 888 catalyst types from USPTO. Task: Predict which catalyst facilitates the given reaction. (1) Reactant: [C:1]([O:4][CH2:5][C@@H:6]1[C@@H:11]([O:12][C:13](=[O:15])[CH3:14])[C@H:10]([OH:16])[C@H:9]([OH:17])[C@@H:8]([C:18]2[CH:23]=[CH:22][CH:21]=[C:20]([Br:24])[CH:19]=2)[O:7]1)(=[O:3])[CH3:2].CCN(C(C)C)C(C)C.[CH3:34][C:35](OC(C)=O)=[O:36].C1C[O:44][CH2:43][CH2:42]1. Product: [C:1]([O:4][CH2:5][C@@H:6]1[C@@H:11]([O:12][C:13](=[O:15])[CH3:14])[C@H:10]([O:16][C:35](=[O:36])[CH3:34])[C@H:9]([O:17][C:43](=[O:44])[CH3:42])[C@@H:8]([C:18]2[CH:23]=[CH:22][CH:21]=[C:20]([Br:24])[CH:19]=2)[O:7]1)(=[O:3])[CH3:2]. The catalyst class is: 142. (2) Reactant: [N:1]1[C:8](Cl)=[N:7][C:5]([Cl:6])=[N:4][C:2]=1[Cl:3].[CH3:10][O:11][C:12]1[CH:19]=[CH:18][C:15]([CH2:16][OH:17])=[CH:14][CH:13]=1.CCN(C(C)C)C(C)C. Product: [Cl:3][C:2]1[N:4]=[C:5]([Cl:6])[N:7]=[C:8]([O:17][CH2:16][C:15]2[CH:18]=[CH:19][C:12]([O:11][CH3:10])=[CH:13][CH:14]=2)[N:1]=1. The catalyst class is: 20. (3) Reactant: [C:1]([NH:20][C@H:21]([C:24]([O:26][CH3:27])=[O:25])[CH2:22][OH:23])([C:14]1[CH:19]=[CH:18][CH:17]=[CH:16][CH:15]=1)([C:8]1[CH:13]=[CH:12][CH:11]=[CH:10][CH:9]=1)[C:2]1[CH:7]=[CH:6][CH:5]=[CH:4][CH:3]=1.[H-].[Na+].[CH2:30](Br)[C:31]1[CH:36]=[CH:35][CH:34]=[CH:33][CH:32]=1.[C:38]([O-])(O)=O.[Na+]. Product: [CH2:30]([O:23][C@H:22]([CH3:38])[C@@H:21]([C:24]([O:26][CH3:27])=[O:25])[NH:20][C:1]([C:8]1[CH:13]=[CH:12][CH:11]=[CH:10][CH:9]=1)([C:14]1[CH:15]=[CH:16][CH:17]=[CH:18][CH:19]=1)[C:2]1[CH:3]=[CH:4][CH:5]=[CH:6][CH:7]=1)[C:31]1[CH:36]=[CH:35][CH:34]=[CH:33][CH:32]=1. The catalyst class is: 18. (4) Reactant: CS([C:5]1[N:10]=[C:9]([C:11]2[CH:16]=[CH:15][C:14]([S:17]([CH3:20])(=[O:19])=[O:18])=[CH:13][CH:12]=2)[CH:8]=[C:7]([C:21]([F:24])([F:23])[F:22])[N:6]=1)(=O)=O.[NH3:25]. Product: [CH3:20][S:17]([C:14]1[CH:15]=[CH:16][C:11]([C:9]2[CH:8]=[C:7]([C:21]([F:24])([F:23])[F:22])[N:6]=[C:5]([NH2:25])[N:10]=2)=[CH:12][CH:13]=1)(=[O:19])=[O:18]. The catalyst class is: 10. (5) Reactant: [Cl:1][C:2]1[CH:29]=[CH:28][C:5]([CH2:6][NH:7][C:8](=[O:27])[CH2:9][C@@H:10]2[CH2:21][CH:20]=[CH:19][CH2:18][CH2:17][C:16](=[O:22])[O:15][CH2:14][C@@H:13]3[CH2:23][CH2:24][CH2:25][N:12]3[C:11]2=[O:26])=[CH:4][CH:3]=1.CC1C=CC(S(NN)(=O)=O)=CC=1.C([O-])(=O)C.[Na+]. Product: [Cl:1][C:2]1[CH:3]=[CH:4][C:5]([CH2:6][NH:7][C:8](=[O:27])[CH2:9][C@@H:10]2[CH2:21][CH2:20][CH2:19][CH2:18][CH2:17][C:16](=[O:22])[O:15][CH2:14][C@@H:13]3[CH2:23][CH2:24][CH2:25][N:12]3[C:11]2=[O:26])=[CH:28][CH:29]=1. The catalyst class is: 149. (6) Reactant: [H-].[Na+].C(OP([CH2:11][C:12]([O:14][CH2:15][CH3:16])=[O:13])(OCC)=O)C.P(=O)([O-])[O-].[Si:21]([O:28][CH2:29][C@@H:30]1[C@H:34]([CH2:35][CH3:36])[CH2:33][C:32](=O)[CH2:31]1)([C:24]([CH3:27])([CH3:26])[CH3:25])([CH3:23])[CH3:22].[NH4+].[Cl-]. Product: [Si:21]([O:28][CH2:29][C@@H:30]1[C@H:34]([CH2:35][CH3:36])[CH2:33][C:32](=[CH:11][C:12]([O:14][CH2:15][CH3:16])=[O:13])[CH2:31]1)([C:24]([CH3:27])([CH3:26])[CH3:25])([CH3:22])[CH3:23]. The catalyst class is: 49.